This data is from Reaction yield outcomes from USPTO patents with 853,638 reactions. The task is: Predict the reaction yield, written as a fraction of the theoretical maximum amount of product (1.0 means a 100% yield; for example, 0.34 means a 34% yield). (1) The reactants are Br[CH2:2][C:3]1[C:12]([Cl:13])=[N:11][CH:10]=[CH:9][C:4]=1[C:5]([O:7]C)=O.Cl.[F:15][CH:16]([F:30])[CH2:17][O:18][C:19]1[CH:24]=[CH:23][C:22]([CH:25]([NH2:27])[CH3:26])=[CH:21][C:20]=1[O:28][CH3:29]. No catalyst specified. The product is [Cl:13][C:12]1[C:3]2[CH2:2][N:27]([CH:25]([C:22]3[CH:23]=[CH:24][C:19]([O:18][CH2:17][CH:16]([F:30])[F:15])=[C:20]([O:28][CH3:29])[CH:21]=3)[CH3:26])[C:5](=[O:7])[C:4]=2[CH:9]=[CH:10][N:11]=1. The yield is 0.710. (2) The reactants are [CH2:1]([O:8][C:9]([N:11]1[CH2:16][CH2:15][CH2:14][CH:13]([C:17]2[CH:22]=[CH:21][C:20]([CH3:23])=[C:19]([OH:24])[CH:18]=2)[CH2:12]1)=[O:10])[C:2]1[CH:7]=[CH:6][CH:5]=[CH:4][CH:3]=1.C(=O)([O-])[O-].[Cs+].[Cs+].Br[CH2:32][C:33]([O:35][CH2:36][CH3:37])=[O:34]. The catalyst is CN(C)C=O.O. The product is [CH2:1]([O:8][C:9]([N:11]1[CH2:16][CH2:15][CH2:14][CH:13]([C:17]2[CH:22]=[CH:21][C:20]([CH3:23])=[C:19]([O:24][CH2:32][C:33]([O:35][CH2:36][CH3:37])=[O:34])[CH:18]=2)[CH2:12]1)=[O:10])[C:2]1[CH:3]=[CH:4][CH:5]=[CH:6][CH:7]=1. The yield is 0.600. (3) The catalyst is O1CCOCC1.[Cu]I. The yield is 0.100. The reactants are Cl[C:2]1[C:11]([C:12]#[N:13])=[CH:10][C:9]2[CH2:8][CH2:7][CH2:6][CH2:5][C:4]=2[N:3]=1.C(=O)([O-])[O-].[K+].[K+].[C@@H:20]1(N)[CH2:25][CH2:24][CH2:23][CH2:22][C@H:21]1[NH2:26].[CH:28]1(NCC)CCC[CH2:29]1. The product is [CH:22]1([CH2:21][N:26]([CH2:28][CH3:29])[C:2]2[C:11]([C:12]#[N:13])=[CH:10][C:9]3[CH2:8][CH2:7][CH2:6][CH2:5][C:4]=3[N:3]=2)[CH2:23][CH2:24][CH2:25][CH2:20]1. (4) The yield is 0.570. The product is [CH3:28][C:26]([CH3:29])([CH3:27])[C:25]#[C:24][C:7]1[S:6][C:5]([C:3]([OH:2])=[O:4])=[C:9]([N:10]2[C@H:15]([CH:16]([CH2:21][CH3:20])[CH2:17][CH2:18][CH2:19][CH3:34])[CH2:14][CH2:13][C@H:12]([OH:22])[C:11]2=[O:23])[CH:8]=1. The reactants are C[O:2][C:3]([C:5]1[S:6][C:7]([C:24]#[C:25][C:26]([CH3:29])([CH3:28])[CH3:27])=[CH:8][C:9]=1[N:10]1[C@H:15]([CH:16]2[CH2:21][CH2:20][CH2:19][CH2:18][CH2:17]2)[CH2:14][CH2:13][C@H:12]([OH:22])[C:11]1=[O:23])=[O:4].O[Li].O.Cl.[CH2:34]1COCC1.O.CO. No catalyst specified. (5) The reactants are [OH:1][CH2:2][C@@H:3]1[NH:7][C:6](=[O:8])[CH2:5][CH2:4]1.CO[C:11](OC)([CH3:13])[CH3:12]. The catalyst is C12(CS(O)(=O)=O)C(C)(C)C(CC1)CC2=O. The product is [CH3:12][C:11]1([CH3:13])[N:7]2[C:6](=[O:8])[CH2:5][CH2:4][C@@H:3]2[CH2:2][O:1]1. The yield is 0.450. (6) The reactants are [CH2:1]([N:4]1[C:12]2[C:7](=[CH:8][CH:9]=[CH:10][CH:11]=2)[C:6](=[O:13])[C:5]1=[O:14])[C:2]#[CH:3].[Cl:15][C:16]1[CH:21]=[CH:20][C:19](I)=[CH:18][C:17]=1[Cl:23].C1(P(C2C=CC=CC=2)C2C=CC=CC=2)C=CC=CC=1.C(N(CC)CC)C. The catalyst is CN(C=O)C.[Cu]I.CC([O-])=O.CC([O-])=O.[Pd+2]. The product is [Cl:15][C:16]1[CH:21]=[C:20]([C:3]#[C:2][CH2:1][N:4]2[C:12]3[C:7](=[CH:8][CH:9]=[CH:10][CH:11]=3)[C:6](=[O:13])[C:5]2=[O:14])[CH:19]=[CH:18][C:17]=1[Cl:23]. The yield is 1.00. (7) The reactants are [Cl:1][C:2]1[N:3]=[CH:4][N:5]([C:7]2[N:12]=[CH:11][C:10]([NH2:13])=[CH:9][C:8]=2[O:14][CH3:15])[CH:6]=1.[C:16](N1C=CC=CC1=O)(N1C=CC=CC1=O)=[S:17]. The catalyst is ClCCl. The product is [Cl:1][C:2]1[N:3]=[CH:4][N:5]([C:7]2[C:8]([O:14][CH3:15])=[CH:9][C:10]([N:13]=[C:16]=[S:17])=[CH:11][N:12]=2)[CH:6]=1. The yield is 0.810.